From a dataset of Full USPTO retrosynthesis dataset with 1.9M reactions from patents (1976-2016). Predict the reactants needed to synthesize the given product. (1) Given the product [CH3:27][N:28]1[C:22](=[O:23])[C:7]2=[CH:8][N:9]([CH2:11][C:12]3[C:21]4[C:16](=[CH:17][CH:18]=[CH:19][CH:20]=4)[CH:15]=[CH:14][CH:13]=3)[CH:10]=[C:6]2[C:4]([CH2:3][CH:2]([CH3:26])[CH3:1])=[N:29]1, predict the reactants needed to synthesize it. The reactants are: [CH3:1][CH:2]([CH3:26])[CH2:3][C:4]([C:6]1[C:7]([C:22](OC)=[O:23])=[CH:8][N:9]([CH2:11][C:12]2[C:21]3[C:16](=[CH:17][CH:18]=[CH:19][CH:20]=3)[CH:15]=[CH:14][CH:13]=2)[CH:10]=1)=O.[CH3:27][NH:28][NH2:29].Cl. (2) Given the product [CH:23]1([N:22]([CH:19]2[CH2:21][CH2:20]2)[C:16]([CH:12]2[CH2:13][CH2:14][CH2:15][N:10]([S:7]([C:1]3[CH:2]=[CH:3][CH:4]=[CH:5][CH:6]=3)(=[O:8])=[O:9])[CH2:11]2)=[O:18])[CH2:28][CH2:27][CH2:26][CH2:25][CH2:24]1, predict the reactants needed to synthesize it. The reactants are: [C:1]1([S:7]([N:10]2[CH2:15][CH2:14][CH2:13][CH:12]([C:16]([OH:18])=O)[CH2:11]2)(=[O:9])=[O:8])[CH:6]=[CH:5][CH:4]=[CH:3][CH:2]=1.[CH:19]1([NH:22][CH:23]2[CH2:28][CH2:27][CH2:26][CH2:25][CH2:24]2)[CH2:21][CH2:20]1.F[P-](F)(F)(F)(F)F.N1(O[P+](N(C)C)(N(C)C)N(C)C)C2C=CC=CC=2N=N1.C(N(CC)C(C)C)(C)C. (3) Given the product [CH3:23][C:24]1[CH:33]=[CH:32][CH:31]=[C:30]([CH3:34])[C:25]=1[O:26][CH2:27][CH2:28][N:12]1[C:11]2[CH:13]=[CH:14][CH:15]=[CH:16][C:10]=2[N:9]=[C:8]1[CH2:7][N:1]1[CH2:6][CH2:5][CH2:4][CH2:3][CH2:2]1, predict the reactants needed to synthesize it. The reactants are: [N:1]1([CH2:7][C:8]2[NH:9][C:10]3[CH:16]=[CH:15][CH:14]=[CH:13][C:11]=3[N:12]=2)[CH2:6][CH2:5][CH2:4][CH2:3][CH2:2]1.C([O-])([O-])=O.[K+].[K+].[CH3:23][C:24]1[CH:33]=[CH:32][CH:31]=[C:30]([CH3:34])[C:25]=1[O:26][CH2:27][CH2:28]Br.